From a dataset of Forward reaction prediction with 1.9M reactions from USPTO patents (1976-2016). Predict the product of the given reaction. (1) Given the reactants S([O-])([O-])(=O)=O.[Al+3].S([O-])([O-])(=O)=O.S([O-])([O-])(=O)=O.[Al+3].[OH2:18].[F:19][C:20]1[C:25]([B:26](C2C(F)=C(F)C(F)=C(F)C=2F)[C:27]2[C:32]([F:33])=[C:31]([F:34])[C:30]([F:35])=[C:29]([F:36])[C:28]=2[F:37])=[C:24]([F:49])[C:23]([F:50])=[C:22]([F:51])[C:21]=1[F:52], predict the reaction product. The product is: [F:19][C:20]1[C:25]([B:26]([C:27]2[C:32]([F:33])=[C:31]([F:34])[C:30]([F:35])=[C:29]([F:36])[C:28]=2[F:37])[OH:18])=[C:24]([F:49])[C:23]([F:50])=[C:22]([F:51])[C:21]=1[F:52]. (2) Given the reactants Cl.[NH:2]1[CH2:5][CH:4]([OH:6])[CH2:3]1.[C:7]([O:11][C:12]([NH:14][C:15]1[O:23][C:22]2[C:17](=[N:18][CH:19]=[C:20]([CH:24]=O)[CH:21]=2)[C:16]=1[C:26]([NH:28][C:29]1[CH:30]=[N:31][CH:32]=[CH:33][C:34]=1[N:35]1[CH2:40][C@H:39]([C:41]([F:44])([F:43])[F:42])[CH2:38][C@H:37]([NH:45][C:46](=[O:52])[O:47][C:48]([CH3:51])([CH3:50])[CH3:49])[CH2:36]1)=[O:27])=[O:13])([CH3:10])([CH3:9])[CH3:8].C(O[BH-](OC(=O)C)OC(=O)C)(=O)C.[Na+], predict the reaction product. The product is: [C:7]([O:11][C:12]([NH:14][C:15]1[O:23][C:22]2[C:17](=[N:18][CH:19]=[C:20]([CH2:24][N:2]3[CH2:5][CH:4]([OH:6])[CH2:3]3)[CH:21]=2)[C:16]=1[C:26]([NH:28][C:29]1[CH:30]=[N:31][CH:32]=[CH:33][C:34]=1[N:35]1[CH2:40][C@H:39]([C:41]([F:43])([F:42])[F:44])[CH2:38][C@H:37]([NH:45][C:46](=[O:52])[O:47][C:48]([CH3:51])([CH3:50])[CH3:49])[CH2:36]1)=[O:27])=[O:13])([CH3:9])([CH3:10])[CH3:8]. (3) Given the reactants [F:1][C:2]1[CH:7]=[CH:6][C:5]([N:8]([CH2:39][C:40]2[CH:45]=[CH:44][C:43]([NH:46][C:47]([C@@H:49]3[CH2:53][CH2:52][CH2:51][N:50]3C(OC(C)(C)C)=O)=[O:48])=[CH:42][CH:41]=2)[CH2:9][C:10]2[CH:15]=[CH:14][C:13]([NH:16][C:17]([C@@H:19]3[CH2:23][CH2:22][CH2:21][N:20]3[C:24](=[O:38])[C@@H:25]([C:32]3[CH:37]=[CH:36][CH:35]=[CH:34][CH:33]=3)[N:26]3[CH2:31][CH2:30][CH2:29][CH2:28][CH2:27]3)=[O:18])=[CH:12][CH:11]=2)=[CH:4][CH:3]=1.FC(F)(F)C(O)=O, predict the reaction product. The product is: [F:1][C:2]1[CH:7]=[CH:6][C:5]([N:8]([CH2:9][C:10]2[CH:15]=[CH:14][C:13]([NH:16][C:17]([C@@H:19]3[CH2:23][CH2:22][CH2:21][N:20]3[C:24](=[O:38])[C@@H:25]([C:32]3[CH:33]=[CH:34][CH:35]=[CH:36][CH:37]=3)[N:26]3[CH2:27][CH2:28][CH2:29][CH2:30][CH2:31]3)=[O:18])=[CH:12][CH:11]=2)[CH2:39][C:40]2[CH:45]=[CH:44][C:43]([NH:46][C:47]([C@@H:49]3[CH2:53][CH2:52][CH2:51][NH:50]3)=[O:48])=[CH:42][CH:41]=2)=[CH:4][CH:3]=1. (4) Given the reactants Cl.O1[C:6]2([CH2:11][CH2:10][N:9]([S:12]([CH2:15][CH2:16][C:17]3[CH:25]=[CH:24][C:20]([C:21]([OH:23])=[O:22])=[CH:19][C:18]=3[CH3:26])(=[O:14])=[O:13])[CH2:8][CH2:7]2)[O:5]CC1, predict the reaction product. The product is: [CH3:26][C:18]1[CH:19]=[C:20]([CH:24]=[CH:25][C:17]=1[CH2:16][CH2:15][S:12]([N:9]1[CH2:10][CH2:11][C:6](=[O:5])[CH2:7][CH2:8]1)(=[O:14])=[O:13])[C:21]([OH:23])=[O:22].